This data is from NCI-60 drug combinations with 297,098 pairs across 59 cell lines. The task is: Regression. Given two drug SMILES strings and cell line genomic features, predict the synergy score measuring deviation from expected non-interaction effect. (1) Drug 1: CC12CCC(CC1=CCC3C2CCC4(C3CC=C4C5=CN=CC=C5)C)O. Drug 2: C1=CC(=C2C(=C1NCCNCCO)C(=O)C3=C(C=CC(=C3C2=O)O)O)NCCNCCO. Cell line: SW-620. Synergy scores: CSS=51.6, Synergy_ZIP=12.7, Synergy_Bliss=8.75, Synergy_Loewe=-8.71, Synergy_HSA=8.69. (2) Drug 1: CCCS(=O)(=O)NC1=C(C(=C(C=C1)F)C(=O)C2=CNC3=C2C=C(C=N3)C4=CC=C(C=C4)Cl)F. Drug 2: CC1=C2C(C(=O)C3(C(CC4C(C3C(C(C2(C)C)(CC1OC(=O)C(C(C5=CC=CC=C5)NC(=O)C6=CC=CC=C6)O)O)OC(=O)C7=CC=CC=C7)(CO4)OC(=O)C)O)C)OC(=O)C. Cell line: LOX IMVI. Synergy scores: CSS=68.3, Synergy_ZIP=11.4, Synergy_Bliss=9.92, Synergy_Loewe=16.1, Synergy_HSA=17.7. (3) Drug 1: C1C(C(OC1N2C=NC(=NC2=O)N)CO)O. Drug 2: N.N.Cl[Pt+2]Cl. Cell line: IGROV1. Synergy scores: CSS=65.9, Synergy_ZIP=7.12, Synergy_Bliss=9.18, Synergy_Loewe=2.80, Synergy_HSA=3.33.